This data is from Full USPTO retrosynthesis dataset with 1.9M reactions from patents (1976-2016). The task is: Predict the reactants needed to synthesize the given product. (1) The reactants are: [F:1][C:2]([F:25])([F:24])[C:3]1[CH:19]=[CH:18][C:6]([C:7]([C:9]2[C:10]([CH3:17])=[N:11][N:12]([CH2:15][CH3:16])[C:13]=2[OH:14])=[O:8])=[C:5]([S:20]([CH3:23])(=[O:22])=[O:21])[CH:4]=1.C(=O)([O-])[O-].[K+].[K+].[CH3:32][C:33]#N. Given the product [S:20]([C:32]1[CH:33]=[CH:2][C:3]([CH3:19])=[CH:4][CH:5]=1)([O:14][C:13]1[N:12]([CH2:15][CH3:16])[N:11]=[C:10]([CH3:17])[C:9]=1[C:7](=[O:8])[C:6]1[CH:18]=[CH:19][C:3]([C:2]([F:24])([F:1])[F:25])=[CH:4][C:5]=1[S:20]([CH3:23])(=[O:22])=[O:21])(=[O:22])=[O:21], predict the reactants needed to synthesize it. (2) Given the product [C:1]([C:3]1[CH:8]=[CH:7][C:6]([C@H:9]([OH:10])[C@@H:13]([OH:12])[CH3:14])=[CH:5][CH:4]=1)#[CH:2], predict the reactants needed to synthesize it. The reactants are: [C:1]([C:3]1[CH:8]=[CH:7][C:6]([C@H:9]2[C@H:13]([CH3:14])[O:12]C(C)(C)[O:10]2)=[CH:5][CH:4]=1)#[CH:2].CO.O.C1(C)C=CC(S(O)(=O)=O)=CC=1.C(=O)([O-])O.[Na+]. (3) Given the product [CH2:1]([S:3][C:4]1[C:5]([C:17]2[CH:22]=[CH:21][CH:20]=[CH:19][CH:18]=2)=[N:6][C:7]2[C:12]([C:13]=1[C:14]([NH:54][C@H:51]([C:45]1[CH:50]=[CH:49][CH:48]=[CH:47][CH:46]=1)[CH2:52][CH3:53])=[O:16])=[CH:11][CH:10]=[CH:9][CH:8]=2)[CH3:2], predict the reactants needed to synthesize it. The reactants are: [CH2:1]([S:3][C:4]1[C:5]([C:17]2[CH:22]=[CH:21][CH:20]=[CH:19][CH:18]=2)=[N:6][C:7]2[C:12]([C:13]=1[C:14]([OH:16])=O)=[CH:11][CH:10]=[CH:9][CH:8]=2)[CH3:2].C1C=C2N=NN(O)C2=CC=1.O.CN1CCOCC1.C(Cl)CCl.[C:45]1([C@@H:51]([NH2:54])[CH2:52][CH3:53])[CH:50]=[CH:49][CH:48]=[CH:47][CH:46]=1. (4) Given the product [C:14]1([C:22]2[CH:23]=[CH:24][CH:25]=[CH:26][CH:27]=2)[CH:19]=[CH:18][CH:17]=[C:16]([CH2:20][N:11]2[CH2:12][CH2:13][N:8]([C:5]3[CH:4]=[CH:3][C:2]([F:1])=[CH:7][CH:6]=3)[CH2:9][CH2:10]2)[CH:15]=1, predict the reactants needed to synthesize it. The reactants are: [F:1][C:2]1[CH:7]=[CH:6][C:5]([N:8]2[CH2:13][CH2:12][NH:11][CH2:10][CH2:9]2)=[CH:4][CH:3]=1.[C:14]1([C:22]2[CH:27]=[CH:26][CH:25]=[CH:24][CH:23]=2)[CH:19]=[CH:18][CH:17]=[C:16]([CH:20]=O)[CH:15]=1.[BH-](OC(C)=O)(OC(C)=O)OC(C)=O.[Na+].C1(C2C=CC=CC=2)C=CC=CC=1CN1CCN(C2C=CC=CC=2)CC1. (5) Given the product [Cl:1][C:2]1[CH:3]=[N:4][CH:5]=[CH:6][C:7]=1[C:28]([OH:30])=[O:29], predict the reactants needed to synthesize it. The reactants are: [Cl:1][C:2]1[CH:3]=[N:4][CH:5]=[CH:6][CH:7]=1.C([N-]C(C)C)(C)C.[Li+].C([Li])CCC.C(NC(C)C)(C)C.[C:28](=[O:30])=[O:29].